This data is from Reaction yield outcomes from USPTO patents with 853,638 reactions. The task is: Predict the reaction yield, written as a fraction of the theoretical maximum amount of product (1.0 means a 100% yield; for example, 0.34 means a 34% yield). (1) The reactants are O.[OH:2][C:3]1[CH:8]=[C:7]([OH:9])[CH:6]=[C:5]([OH:10])[C:4]=1[C:11](=[O:13])[CH3:12].C(N(CC)C(C)C)(C)C.Cl[CH2:24][O:25][CH3:26].C1[CH2:31][O:30][CH2:29]C1. No catalyst specified. The product is [CH3:24][O:25][CH2:26][O:2][C:3]1[CH:8]=[C:7]([O:9][CH2:29][O:30][CH3:31])[CH:6]=[C:5]([OH:10])[C:4]=1[C:11](=[O:13])[CH3:12]. The yield is 0.730. (2) The reactants are [O-]CC.[Na+].C1(C)C=CC=CC=1.C([O:14][C:15](=[O:32])[CH2:16][C:17]([C:25]1[CH:30]=[CH:29][CH:28]=[C:27]([CH3:31])[N:26]=1)=[N:18][N:19]1[CH2:23][CH2:22][CH2:21][C:20]1=O)C.Cl. The catalyst is O. The product is [CH3:31][C:27]1[N:26]=[C:25]([C:17]2[C:16]([C:15]([OH:14])=[O:32])=[C:23]3[CH2:22][CH2:21][CH2:20][N:19]3[N:18]=2)[CH:30]=[CH:29][CH:28]=1. The yield is 0.860. (3) The reactants are [CH3:1][C:2]1([CH3:8])[CH2:7][CH2:6][NH:5][CH2:4][CH2:3]1.CCN(C(C)C)C(C)C.[N:18]([C:21]([CH3:27])([CH3:26])[CH2:22][C:23](Cl)=[O:24])=[N+:19]=[N-:20].Cl. The catalyst is ClCCCl. The product is [N:18]([C:21]([CH3:27])([CH3:26])[CH2:22][C:23]([N:5]1[CH2:6][CH2:7][C:2]([CH3:8])([CH3:1])[CH2:3][CH2:4]1)=[O:24])=[N+:19]=[N-:20]. The yield is 0.677. (4) The reactants are [I:1][C:2]1[CH:3]=[C:4]2[C:8](=[CH:9][CH:10]=1)[NH:7][C:6](=[O:11])[C:5]2=O.[NH:13]([C:15]([C:17]1[CH:22]=[CH:21][C:20]([NH:23][C:24](=[O:33])[CH2:25][O:26][C:27]2[CH:32]=[CH:31][CH:30]=[CH:29][CH:28]=2)=[CH:19][CH:18]=1)=[O:16])[NH2:14]. The catalyst is C(O)(=O)C. The product is [I:1][C:2]1[CH:3]=[C:4]2[C:8](=[CH:9][CH:10]=1)[NH:7][C:6](=[O:11])[C:5]2=[N:14][NH:13][C:15]([C:17]1[CH:18]=[CH:19][C:20]([NH:23][C:24](=[O:33])[CH2:25][O:26][C:27]2[CH:28]=[CH:29][CH:30]=[CH:31][CH:32]=2)=[CH:21][CH:22]=1)=[O:16]. The yield is 0.820.